This data is from Forward reaction prediction with 1.9M reactions from USPTO patents (1976-2016). The task is: Predict the product of the given reaction. (1) Given the reactants [N+:1]([C:4]1[CH:9]=[CH:8][C:7]([C:10]2[O:11][C:12]3[CH:18]=[CH:17][C:16]([N+:19]([O-])=O)=[CH:15][C:13]=3[CH:14]=2)=[CH:6][CH:5]=1)([O-])=O.Cl.O1CCOCC1, predict the reaction product. The product is: [NH2:1][C:4]1[CH:9]=[CH:8][C:7]([C:10]2[O:11][C:12]3[CH:18]=[CH:17][C:16]([NH2:19])=[CH:15][C:13]=3[CH:14]=2)=[CH:6][CH:5]=1. (2) Given the reactants [Cl:1][C:2]1[N:7]=[C:6](Cl)[CH:5]=[CH:4][N:3]=1.[F:9][C:10]([CH:13]1[CH2:17][O:16][C:15](=[O:18])[NH:14]1)([CH3:12])[CH3:11].[H-].[Na+], predict the reaction product. The product is: [Cl:1][C:2]1[N:7]=[C:6]([N:14]2[CH:13]([C:10]([F:9])([CH3:12])[CH3:11])[CH2:17][O:16][C:15]2=[O:18])[CH:5]=[CH:4][N:3]=1.